The task is: Predict the reaction yield, written as a fraction of the theoretical maximum amount of product (1.0 means a 100% yield; for example, 0.34 means a 34% yield).. This data is from Reaction yield outcomes from USPTO patents with 853,638 reactions. The reactants are [CH3:1][N:2]1[C:29]2[C:24](=[CH:25][C:26]([C:30](O)=[O:31])=[CH:27][CH:28]=2)[C:4]2([CH2:9][CH2:8][N:7]([C:10](=[O:23])/[CH:11]=[CH:12]/[C:13]3[CH:18]=[CH:17][CH:16]=[CH:15][C:14]=3[C:19]([F:22])([F:21])[F:20])[CH2:6][CH2:5]2)[C:3]1=[O:33].C[CH2:35][N:36]=[C:37]=NCCCN(C)C.C1C=CC2N(O)N=NC=2C=1.CCN(C(C)C)C(C)C.N(C)C.Cl. The product is [CH3:35][N:36]([CH3:37])[C:30]([C:26]1[CH:25]=[C:24]2[C:4]3([CH2:5][CH2:6][N:7]([C:10](=[O:23])/[CH:11]=[CH:12]/[C:13]4[CH:18]=[CH:17][CH:16]=[CH:15][C:14]=4[C:19]([F:22])([F:21])[F:20])[CH2:8][CH2:9]3)[C:3](=[O:33])[N:2]([CH3:1])[C:29]2=[CH:28][CH:27]=1)=[O:31]. The catalyst is C(Cl)Cl. The yield is 0.140.